From a dataset of Reaction yield outcomes from USPTO patents with 853,638 reactions. Predict the reaction yield, written as a fraction of the theoretical maximum amount of product (1.0 means a 100% yield; for example, 0.34 means a 34% yield). The reactants are [C:1]([O:5][C:6]([N:8]([CH2:19][C:20]1[CH:25]=[CH:24][CH:23]=[CH:22][CH:21]=1)[C@H:9]([CH2:17][OH:18])[CH2:10][C:11]1[CH:16]=[CH:15][CH:14]=[CH:13][CH:12]=1)=[O:7])([CH3:4])([CH3:3])[CH3:2].C(N(CC)CC)C.O. The catalyst is CS(C)=O. The product is [C:1]([O:5][C:6]([N:8]([CH2:19][C:20]1[CH:21]=[CH:22][CH:23]=[CH:24][CH:25]=1)[C@H:9]([CH:17]=[O:18])[CH2:10][C:11]1[CH:12]=[CH:13][CH:14]=[CH:15][CH:16]=1)=[O:7])([CH3:4])([CH3:2])[CH3:3]. The yield is 1.00.